This data is from M1 muscarinic receptor agonist screen with 61,833 compounds. The task is: Binary Classification. Given a drug SMILES string, predict its activity (active/inactive) in a high-throughput screening assay against a specified biological target. (1) The drug is S(c1nc2c(c(C(=O)c3n(ccn3)C)c1)cccc2)CC(OC)=O. The result is 0 (inactive). (2) The molecule is n12nc(c3c(c2nnn1)cccc3)c1ccc(cc1)C. The result is 0 (inactive). (3) The result is 0 (inactive). The molecule is Clc1c(NC(OCCOc2nc(N(C)C)nc(N(C)C)n2)=O)ccc(Cl)c1. (4) The compound is o1[nH]c(C(C)(C)C)c2C(C(=C(N=c12)N)C#N)c1cccnc1. The result is 0 (inactive). (5) The drug is s1c2n(nc1c1ncccc1)c(nn2)c1ccc(OC)cc1. The result is 0 (inactive). (6) The drug is s1c(nnc1NC(=O)Cc1sccc1)c1cc(OC)ccc1. The result is 0 (inactive).